The task is: Predict the product of the given reaction.. This data is from Forward reaction prediction with 1.9M reactions from USPTO patents (1976-2016). (1) Given the reactants [CH2:1]([NH:3][C:4]1[N:5]=[CH:6][C:7]2[C:16](=[O:17])[N:15]([C:18]3[CH:19]=[C:20]([CH:25]=[CH:26][CH:27]=3)[C:21]([NH:23][NH2:24])=[O:22])[CH2:14][C@H:13]3[N:9]([CH2:10][CH2:11][CH2:12]3)[C:8]=2[N:28]=1)[CH3:2].[C:29]1(CC(Cl)=O)[CH:34]=[CH:33][CH:32]=[CH:31][CH:30]=1.C(N([CH2:44][CH3:45])CC)C.CN(C=[O:50])C, predict the reaction product. The product is: [C:29]1([NH:24][N:23]([C:44](=[O:50])[CH3:45])[C:21](=[O:22])[C:20]2[CH:25]=[CH:26][CH:27]=[C:18]([N:15]3[CH2:14][C@H:13]4[N:9]([CH2:10][CH2:11][CH2:12]4)[C:8]4[N:28]=[C:4]([NH:3][CH2:1][CH3:2])[N:5]=[CH:6][C:7]=4[C:16]3=[O:17])[CH:19]=2)[CH:34]=[CH:33][CH:32]=[CH:31][CH:30]=1. (2) The product is: [ClH:14].[CH2:3]1[C@@H:4]2[CH2:8][CH2:7][CH2:6][C@@H:5]2[CH:1]=[N:2]1. Given the reactants [CH2:1]1[CH:5]2[CH2:6][CH2:7][CH2:8][CH:4]2[CH2:3][NH:2]1.OP(O)(O)=O.[ClH:14], predict the reaction product. (3) Given the reactants [CH2:1]([C:15]1[CH:19]=[CH:18][S:17][CH:16]=1)[CH2:2][CH2:3][CH2:4][CH2:5][CH2:6][CH2:7][CH2:8][CH2:9][CH2:10][CH2:11][CH2:12][CH2:13][CH3:14].C1C(=O)N([Br:27])C(=O)C1, predict the reaction product. The product is: [Br:27][C:16]1[S:17][CH:18]=[CH:19][C:15]=1[CH2:1][CH2:2][CH2:3][CH2:4][CH2:5][CH2:6][CH2:7][CH2:8][CH2:9][CH2:10][CH2:11][CH2:12][CH2:13][CH3:14]. (4) Given the reactants [OH:1][C:2]1[C:15]([CH2:16][CH2:17][CH3:18])=[C:14]([OH:19])[CH:13]=[CH:12][C:3]=1[C:4]([C:6]1[CH:11]=[CH:10][CH:9]=[CH:8][CH:7]=1)=O.Cl.[NH2:21]O.C([O-])(=O)C.[Na+].Cl, predict the reaction product. The product is: [OH:19][C:14]1[CH:13]=[CH:12][C:3]2[C:4]([C:6]3[CH:11]=[CH:10][CH:9]=[CH:8][CH:7]=3)=[N:21][O:1][C:2]=2[C:15]=1[CH2:16][CH2:17][CH3:18]. (5) Given the reactants [Li+].CCC[CH2-].Br[C:7]1[CH:8]=[CH:9][C:10]([O:13][CH2:14][C:15]2[C:16]([CH3:27])=[C:17]([C:21]3[CH:26]=[CH:25][CH:24]=[CH:23][CH:22]=3)[CH:18]=[CH:19][CH:20]=2)=[N:11][CH:12]=1.CN([CH:31]=[O:32])C, predict the reaction product. The product is: [CH3:27][C:16]1[C:15]([CH2:14][O:13][C:10]2[CH:9]=[CH:8][C:7]([CH:31]=[O:32])=[CH:12][N:11]=2)=[CH:20][CH:19]=[CH:18][C:17]=1[C:21]1[CH:26]=[CH:25][CH:24]=[CH:23][CH:22]=1.